Dataset: Full USPTO retrosynthesis dataset with 1.9M reactions from patents (1976-2016). Task: Predict the reactants needed to synthesize the given product. (1) The reactants are: [C:1]1([C@H:7]([NH2:9])[CH3:8])[CH:6]=[CH:5][CH:4]=[CH:3][CH:2]=1.[NH2:10][C:11]1[N:20]=[CH:19][C:18]2[C:17](SC)=[N:16][CH:15]=[N:14][C:13]=2[CH:12]=1.O. Given the product [NH2:10][C:11]1[N:20]=[CH:19][C:18]2[C:17]([NH:9][C@@H:7]([C:1]3[CH:6]=[CH:5][CH:4]=[CH:3][CH:2]=3)[CH3:8])=[N:16][CH:15]=[N:14][C:13]=2[CH:12]=1, predict the reactants needed to synthesize it. (2) Given the product [CH:1]1([CH2:4][N:5]2[CH:14]([CH3:15])[CH2:13][C:12]3[C:7](=[CH:8][CH:9]=[CH:10][C:11]=3[NH:16][CH2:19][C:18]([OH:22])=[O:21])[CH2:6]2)[CH2:2][CH2:3]1, predict the reactants needed to synthesize it. The reactants are: [CH:1]1([CH2:4][N:5]2[CH:14]([CH3:15])[CH2:13][C:12]3[C:11]([NH2:16])=[CH:10][CH:9]=[CH:8][C:7]=3[CH2:6]2)[CH2:3][CH2:2]1.O.[C:18]([OH:22])(=[O:21])[CH:19]=O.[BH3-]C#N.[Na+].O. (3) The reactants are: C(=O)(O)O.[NH2:5][C:6]([NH2:8])=[NH:7].CN(C)/[CH:11]=[C:12](\[F:30])/[C:13]([C:15]1[N:19]([CH:20]2[CH2:25][CH2:24][O:23][CH2:22][CH2:21]2)[C:18]([C:26]([F:29])([F:28])[F:27])=[N:17][CH:16]=1)=O. Given the product [F:30][C:12]1[C:13]([C:15]2[N:19]([CH:20]3[CH2:25][CH2:24][O:23][CH2:22][CH2:21]3)[C:18]([C:26]([F:29])([F:27])[F:28])=[N:17][CH:16]=2)=[N:7][C:6]([NH2:8])=[N:5][CH:11]=1, predict the reactants needed to synthesize it. (4) Given the product [C:1]([O:5][C:6](=[O:31])[N:7]([CH3:8])[C@H:9]([C:11](=[O:30])[NH:12][C@H:13]([C:17]([N:19]1[C:23]2=[N:24][CH:25]=[CH:26][CH:27]=[C:22]2[CH2:21][C@H:20]1[CH2:28][NH:42][C:33]1[CH:34]=[CH:35][C:36]2[C:41](=[CH:40][CH:39]=[CH:38][CH:37]=2)[CH:32]=1)=[O:18])[CH:14]([CH3:16])[CH3:15])[CH3:10])([CH3:4])([CH3:3])[CH3:2], predict the reactants needed to synthesize it. The reactants are: [C:1]([O:5][C:6](=[O:31])[N:7]([C@H:9]([C:11](=[O:30])[NH:12][C@H:13]([C:17]([N:19]1[C:23]2=[N:24][CH:25]=[CH:26][CH:27]=[C:22]2[CH2:21][C@H:20]1[CH:28]=O)=[O:18])[CH:14]([CH3:16])[CH3:15])[CH3:10])[CH3:8])([CH3:4])([CH3:3])[CH3:2].[CH:32]1[C:41]2[C:36](=[CH:37][CH:38]=[CH:39][CH:40]=2)[CH:35]=[CH:34][C:33]=1[NH2:42].C(O)(=O)C.[BH3-]C#N.[Na+]. (5) Given the product [CH3:35][C@@H:28]1[CH2:27][C:26]2[C:31](=[CH:32][CH:33]=[C:24]([C@H:23]3[CH2:22][N:7]4[CH2:8][CH2:9][N:10]([C:12]([O:14][CH2:15][C:16]5[CH:17]=[CH:18][CH:19]=[CH:20][CH:21]=5)=[O:13])[CH2:11][C@H:6]4[CH2:5][N:4]3[C:55]([O:57][C:58]([CH3:59])([CH3:60])[CH3:61])=[O:56])[CH:25]=2)[C:30](=[O:34])[O:29]1, predict the reactants needed to synthesize it. The reactants are: C([N:4]1[CH:23]([C:24]2[CH:25]=[C:26]3[C:31](=[CH:32][CH:33]=2)[C:30](=[O:34])[O:29][C@H:28]([CH3:35])[CH2:27]3)[CH2:22][N:7]2[CH2:8][CH2:9][N:10]([C:12]([O:14][CH2:15][C:16]3[CH:21]=[CH:20][CH:19]=[CH:18][CH:17]=3)=[O:13])[CH2:11][C@H:6]2[CH2:5]1)C=C.CN1C(=O)CC(=O)N(C)C1=O.[C:55](O[C:55]([O:57][C:58]([CH3:61])([CH3:60])[CH3:59])=[O:56])([O:57][C:58]([CH3:61])([CH3:60])[CH3:59])=[O:56].C(N(CC)CC)C. (6) Given the product [Br:1][C:2]1[C:3]([F:21])=[CH:4][C:5]2[CH:11]3[CH2:10][CH:9]([CH2:12]3)[N:8]3[C:13]([CH:33]([CH:31]4[CH2:32][N:29]([C:22]([O:24][C:25]([CH3:28])([CH3:27])[CH3:26])=[O:23])[CH2:30]4)[OH:34])=[C:14]([C:16]([O:18][CH3:19])=[O:17])[N:15]=[C:7]3[C:6]=2[CH:20]=1, predict the reactants needed to synthesize it. The reactants are: [Br:1][C:2]1[C:3]([F:21])=[CH:4][C:5]2[CH:11]3[CH2:12][CH:9]([CH2:10]3)[N:8]3[CH:13]=[C:14]([C:16]([O:18][CH3:19])=[O:17])[N:15]=[C:7]3[C:6]=2[CH:20]=1.[C:22]([N:29]1[CH2:32][CH:31]([CH:33]=[O:34])[CH2:30]1)([O:24][C:25]([CH3:28])([CH3:27])[CH3:26])=[O:23]. (7) Given the product [O:28]1[C:29]2[CH:35]=[CH:34][CH:33]=[CH:32][C:30]=2[N:31]=[C:27]1[S:26][CH2:11][C:12]([NH:14][C:15]1[C:16]([S:24][CH3:25])=[N:17][C:18]([CH3:23])=[CH:19][C:20]=1[S:21][CH3:22])=[O:13], predict the reactants needed to synthesize it. The reactants are: C(=O)([O-])[O-].[K+].[K+].C(#N)C.Br[CH2:11][C:12]([NH:14][C:15]1[C:16]([S:24][CH3:25])=[N:17][C:18]([CH3:23])=[CH:19][C:20]=1[S:21][CH3:22])=[O:13].[SH:26][C:27]1[O:28][C:29]2[CH:35]=[CH:34][CH:33]=[CH:32][C:30]=2[N:31]=1.